Dataset: Forward reaction prediction with 1.9M reactions from USPTO patents (1976-2016). Task: Predict the product of the given reaction. Given the reactants [C:1]([O:9][CH2:10][C:11]1[O:15][N:14]=[C:13]([CH3:16])[CH:12]=1)(=[O:8])[C:2]1[CH:7]=[CH:6][CH:5]=[CH:4][CH:3]=1.[Br:17]N1C(=O)CCC1=O, predict the reaction product. The product is: [C:1]([O:9][CH2:10][C:11]1[O:15][N:14]=[C:13]([CH3:16])[C:12]=1[Br:17])(=[O:8])[C:2]1[CH:3]=[CH:4][CH:5]=[CH:6][CH:7]=1.